Dataset: Reaction yield outcomes from USPTO patents with 853,638 reactions. Task: Predict the reaction yield, written as a fraction of the theoretical maximum amount of product (1.0 means a 100% yield; for example, 0.34 means a 34% yield). (1) The reactants are C(N(CC)CC)C.[CH3:8][S:9](Cl)(=[O:11])=[O:10].[F:13][C:14]1[CH:19]=[CH:18][C:17]([CH3:20])=[CH:16][C:15]=1[C:21]1[O:25][N:24]=[C:23]([CH2:26][OH:27])[CH:22]=1. The catalyst is ClCCl. The product is [F:13][C:14]1[CH:19]=[CH:18][C:17]([CH3:20])=[CH:16][C:15]=1[C:21]1[O:25][N:24]=[C:23]([CH2:26][O:27][S:9]([CH3:8])(=[O:11])=[O:10])[CH:22]=1. The yield is 0.990. (2) The reactants are C(NC(C)C)(C)C.C([Li])CCC.[CH3:13][O:14][C:15](=[O:25])[NH:16][C:17]1[CH:22]=[CH:21][C:20]([F:23])=[CH:19][C:18]=1[F:24].Cl.[O:27]1CCC[CH2:28]1. The catalyst is O. The product is [CH3:13][O:14][C:15](=[O:25])[NH:16][C:17]1[CH:22]=[CH:21][C:20]([F:23])=[C:19]([CH:28]=[O:27])[C:18]=1[F:24]. The yield is 0.840. (3) The reactants are [CH3:1][N:2]1[CH:7]=[C:6](B2CC(C)(C)C(C)(C)C2)[CH:5]=[C:4]([C:17]([F:20])([F:19])[F:18])[C:3]1=[O:21].Br[C:23]1[CH:37]=[C:36]([S:38]([CH2:41][CH3:42])(=[O:40])=[O:39])[CH:35]=[CH:34][C:24]=1[O:25][C:26]1[CH:31]=[CH:30][C:29]([F:32])=[CH:28][C:27]=1[F:33].[O-]P([O-])([O-])=O.[K+].[K+].[K+]. The catalyst is O1CCOCC1.O.C1C=CC(P(C2C=CC=CC=2)[C-]2C=CC=C2)=CC=1.C1C=CC(P(C2C=CC=CC=2)[C-]2C=CC=C2)=CC=1.Cl[Pd]Cl.[Fe+2]. The product is [F:33][C:27]1[CH:28]=[C:29]([F:32])[CH:30]=[CH:31][C:26]=1[O:25][C:24]1[CH:34]=[CH:35][C:36]([S:38]([CH2:41][CH3:42])(=[O:40])=[O:39])=[CH:37][C:23]=1[C:6]1[CH:5]=[C:4]([C:17]([F:18])([F:19])[F:20])[C:3](=[O:21])[N:2]([CH3:1])[CH:7]=1. The yield is 0.340.